Task: Regression. Given a peptide amino acid sequence and an MHC pseudo amino acid sequence, predict their binding affinity value. This is MHC class II binding data.. Dataset: Peptide-MHC class II binding affinity with 134,281 pairs from IEDB (1) The peptide sequence is ASTGGAYESYKFIPA. The MHC is DRB1_0701 with pseudo-sequence DRB1_0701. The binding affinity (normalized) is 0.238. (2) The MHC is HLA-DPA10103-DPB10401 with pseudo-sequence HLA-DPA10103-DPB10401. The binding affinity (normalized) is 0.0401. The peptide sequence is FGHDGTVWAQSADFP.